Dataset: Peptide-MHC class I binding affinity with 185,985 pairs from IEDB/IMGT. Task: Regression. Given a peptide amino acid sequence and an MHC pseudo amino acid sequence, predict their binding affinity value. This is MHC class I binding data. The peptide sequence is FTWQHNYYL. The MHC is HLA-B07:02 with pseudo-sequence HLA-B07:02. The binding affinity (normalized) is 0.213.